This data is from Forward reaction prediction with 1.9M reactions from USPTO patents (1976-2016). The task is: Predict the product of the given reaction. Given the reactants [N:1]1([C:5]([C:7]2[N:8]=[CH:9][C:10]([O:13][C:14]3[CH:15]=[C:16]([CH:20]=[C:21]([O:23][C@@H:24]([CH3:28])[CH2:25][O:26][CH3:27])[CH:22]=3)[C:17]([OH:19])=O)=[N:11][CH:12]=2)=[O:6])[CH2:4][CH2:3][CH2:2]1.N1C=CC=CC=1.S(Cl)(Cl)=O.[CH3:39][C:40]1[N:41]=[CH:42][C:43]([NH2:46])=[N:44][CH:45]=1.C(=O)([O-])[O-].[Na+].[Na+].Cl, predict the reaction product. The product is: [N:1]1([C:5]([C:7]2[N:8]=[CH:9][C:10]([O:13][C:14]3[CH:15]=[C:16]([CH:20]=[C:21]([O:23][C@@H:24]([CH3:28])[CH2:25][O:26][CH3:27])[CH:22]=3)[C:17]([NH:46][C:43]3[CH:42]=[N:41][C:40]([CH3:39])=[CH:45][N:44]=3)=[O:19])=[N:11][CH:12]=2)=[O:6])[CH2:4][CH2:3][CH2:2]1.